This data is from KCNQ2 potassium channel screen with 302,405 compounds. The task is: Binary Classification. Given a drug SMILES string, predict its activity (active/inactive) in a high-throughput screening assay against a specified biological target. (1) The compound is Clc1ccc(CC2(CCN(C3CCC3)CC2)C(OCC)=O)cc1. The result is 0 (inactive). (2) The drug is FC(F)(F)COC(=O)NC(=O)c1ccccc1. The result is 0 (inactive).